The task is: Predict the reactants needed to synthesize the given product.. This data is from Full USPTO retrosynthesis dataset with 1.9M reactions from patents (1976-2016). (1) Given the product [CH:20]([C:15]1[CH:16]=[CH:17][CH:18]=[CH:19][C:14]=1[S:13][C:10]1[CH:11]=[CH:12][C:7]([C:5]2[N:6]=[C:2]([N:33]3[CH2:32][CH2:31][CH2:36][CH2:35][CH2:34]3)[O:3][CH:4]=2)=[CH:8][C:9]=1[C:23]([F:26])([F:25])[F:24])([CH3:22])[CH3:21], predict the reactants needed to synthesize it. The reactants are: Cl[C:2]1[O:3][CH:4]=[C:5]([C:7]2[CH:12]=[CH:11][C:10]([S:13][C:14]3[CH:19]=[CH:18][CH:17]=[CH:16][C:15]=3[CH:20]([CH3:22])[CH3:21])=[C:9]([C:23]([F:26])([F:25])[F:24])[CH:8]=2)[N:6]=1.C(N1[CH2:35][CH2:34][NH:33][CH2:32][CH2:31]1)(=O)C.[C:36]1(C)C=CC=CC=1. (2) Given the product [C:26]([O:30][C:31](=[O:42])[NH:32][CH2:33][C:34]1[CH:39]=[C:38]([NH:40][CH:46]([C:60]#[N:61])[C:45]2[CH:48]=[C:49]([O:54][CH3:55])[C:50]([O:52][CH3:53])=[CH:51][C:44]=2[F:43])[CH:37]=[CH:36][C:35]=1[Br:41])([CH3:29])([CH3:27])[CH3:28], predict the reactants needed to synthesize it. The reactants are: C(S([O-])(=O)=O)(F)(F)F.C(S([O-])(=O)=O)(F)(F)F.C(S([O-])(=O)=O)(F)(F)F.[Yb+3].[C:26]([O:30][C:31](=[O:42])[NH:32][CH2:33][C:34]1[CH:39]=[C:38]([NH2:40])[CH:37]=[CH:36][C:35]=1[Br:41])([CH3:29])([CH3:28])[CH3:27].[F:43][C:44]1[CH:51]=[C:50]([O:52][CH3:53])[C:49]([O:54][CH3:55])=[CH:48][C:45]=1[CH:46]=O.C[Si]([C:60]#[N:61])(C)C. (3) Given the product [CH2:44]([NH:51][C:39]([CH2:38][CH2:37][CH2:36][C:35]([NH:34][C@H:18]([C:19]1[N:20]([CH2:32][CH3:33])[CH:21]=[C:22]([C:24]2[CH:29]=[CH:28][C:27]([Cl:30])=[CH:26][C:25]=2[Cl:31])[N:23]=1)[CH2:17][C:14]1[CH:13]=[CH:12][C:11]([O:10][C:7]2[CH:6]=[CH:5][C:4]([C:3]([OH:2])=[O:43])=[CH:9][CH:8]=2)=[CH:16][CH:15]=1)=[O:42])=[O:41])[C:45]1[CH:50]=[CH:49][CH:48]=[CH:47][CH:46]=1, predict the reactants needed to synthesize it. The reactants are: C[O:2][C:3](=[O:43])[C:4]1[CH:9]=[CH:8][C:7]([O:10][C:11]2[CH:16]=[CH:15][C:14]([CH2:17][C@H:18]([NH:34][C:35](=[O:42])[CH2:36][CH2:37][CH2:38][C:39]([OH:41])=O)[C:19]3[N:20]([CH2:32][CH3:33])[CH:21]=[C:22]([C:24]4[CH:29]=[CH:28][C:27]([Cl:30])=[CH:26][C:25]=4[Cl:31])[N:23]=3)=[CH:13][CH:12]=2)=[CH:6][CH:5]=1.[CH2:44]([NH2:51])[C:45]1[CH:50]=[CH:49][CH:48]=[CH:47][CH:46]=1. (4) Given the product [CH2:1]([O:8][C:9]1[CH:18]=[CH:17][CH:16]=[C:15]2[C:10]=1[CH2:11][CH2:12][CH2:13][CH:14]2[C:19]([NH:22][C:23]1[CH:28]=[N:27][C:26]([O:29][CH3:30])=[CH:25][CH:24]=1)=[O:20])[C:2]1[CH:3]=[CH:4][CH:5]=[CH:6][CH:7]=1, predict the reactants needed to synthesize it. The reactants are: [CH2:1]([O:8][C:9]1[CH:18]=[CH:17][CH:16]=[C:15]2[C:10]=1[CH2:11][CH2:12][CH2:13][CH:14]2[C:19](O)=[O:20])[C:2]1[CH:7]=[CH:6][CH:5]=[CH:4][CH:3]=1.[NH2:22][C:23]1[CH:24]=[CH:25][C:26]([O:29][CH3:30])=[N:27][CH:28]=1.